This data is from Full USPTO retrosynthesis dataset with 1.9M reactions from patents (1976-2016). The task is: Predict the reactants needed to synthesize the given product. (1) Given the product [Cl:10][C:9]1[NH:5][N:6]=[C:7]([C:20]([F:21])([F:23])[F:22])[C:8]=1[CH2:11][S:12][C:13]1[CH2:17][C:16]([CH3:19])([CH3:18])[O:15][N:14]=1, predict the reactants needed to synthesize it. The reactants are: C([N:5]1[C:9]([Cl:10])=[C:8]([CH2:11][S:12][C:13]2[CH2:17][C:16]([CH3:19])([CH3:18])[O:15][N:14]=2)[C:7]([C:20]([F:23])([F:22])[F:21])=[N:6]1)(C)(C)C.Br.C(O)(=O)C. (2) Given the product [CH3:29][S:30]([O:1][CH2:2][C@@H:3]1[O:7][C:6](=[O:8])[N:5]([C:9]2[CH:14]=[CH:13][C:12]([N:15]3[CH2:20][CH2:19][O:18][CH2:17][C:16]3=[O:21])=[CH:11][CH:10]=2)[CH2:4]1)(=[O:32])=[O:31], predict the reactants needed to synthesize it. The reactants are: [OH:1][CH2:2][C@@H:3]1[O:7][C:6](=[O:8])[N:5]([C:9]2[CH:14]=[CH:13][C:12]([N:15]3[CH2:20][CH2:19][O:18][CH2:17][C:16]3=[O:21])=[CH:11][CH:10]=2)[CH2:4]1.CCN(CC)CC.[CH3:29][S:30](Cl)(=[O:32])=[O:31]. (3) Given the product [F:1][C:2]1[CH:7]=[CH:6][CH:5]=[C:4]([CH:8]([CH3:10])[CH3:9])[C:3]=1[NH2:11], predict the reactants needed to synthesize it. The reactants are: [F:1][C:2]1[CH:7]=[CH:6][CH:5]=[C:4]([C:8]([CH3:10])=[CH2:9])[C:3]=1[N+:11]([O-])=O. (4) Given the product [Br:16][CH2:17][CH2:18][CH2:19][CH2:20][CH2:21][O:1][C:2]1[CH:3]=[CH:4][C:5]2[C:11]([CH3:12])([CH3:13])[CH2:10][CH2:9][C:8](=[O:14])[NH:7][C:6]=2[CH:15]=1, predict the reactants needed to synthesize it. The reactants are: [OH:1][C:2]1[CH:3]=[CH:4][C:5]2[C:11]([CH3:13])([CH3:12])[CH2:10][CH2:9][C:8](=[O:14])[NH:7][C:6]=2[CH:15]=1.[Br:16][CH2:17][CH2:18][CH2:19][CH2:20][CH2:21]Br.C(=O)([O-])[O-].[Cs+].[Cs+]. (5) Given the product [CH3:22][Si:2]([CH3:21])([CH3:1])[O:3][C:4]#[C:5][C:6]1([Si:12]([CH3:20])([CH3:19])[NH:13][Si:14]([CH3:18])([CH3:17])/[CH:15]=[CH:16]/[C:25]2[CH:30]=[CH:29][CH:28]=[CH:27][CH:26]=2)[CH2:11][CH2:10][CH2:9][CH2:8][CH2:7]1, predict the reactants needed to synthesize it. The reactants are: [CH3:1][Si:2]([CH3:22])([CH3:21])[O:3][C:4]#[C:5][C:6]1([Si:12]([CH3:20])([CH3:19])[NH:13][Si:14]([CH3:18])([CH3:17])[CH:15]=[CH2:16])[CH2:11][CH2:10][CH2:9][CH2:8][CH2:7]1.C=C[C:25]1[CH:30]=[CH:29][CH:28]=[CH:27][CH:26]=1. (6) Given the product [C:6]([NH:3]/[C:1](/[S:4][CH3:5])=[N:2]/[C:6](=[O:13])[C:7]1[CH:12]=[CH:11][CH:10]=[CH:9][CH:8]=1)(=[O:13])[C:7]1[CH:12]=[CH:11][CH:10]=[CH:9][CH:8]=1, predict the reactants needed to synthesize it. The reactants are: [C:1]([S:4][CH3:5])(=[NH:3])[NH2:2].[C:6](Cl)(=[O:13])[C:7]1[CH:12]=[CH:11][CH:10]=[CH:9][CH:8]=1.